This data is from Catalyst prediction with 721,799 reactions and 888 catalyst types from USPTO. The task is: Predict which catalyst facilitates the given reaction. (1) Reactant: [N+:1]([C:4]1[CH:9]=[CH:8][C:7]([CH2:10][C:11](=[O:13])[CH3:12])=[CH:6][CH:5]=1)([O-])=O. Product: [NH2:1][C:4]1[CH:5]=[CH:6][C:7]([CH2:10][C:11](=[O:13])[CH3:12])=[CH:8][CH:9]=1. The catalyst class is: 29. (2) Reactant: [C:1]([O:5][C:6]([N:8]1[CH2:14][C@@H:13]([C:15]([OH:17])=[O:16])[C@H:12]([C:18]2[CH:23]=[CH:22][C:21]([Cl:24])=[C:20]([Cl:25])[CH:19]=2)[O:11][CH2:10][CH2:9]1)=[O:7])([CH3:4])([CH3:3])[CH3:2].[CH3:26][Si](C=[N+]=[N-])(C)C.C(O)(=O)C. Product: [Cl:25][C:20]1[CH:19]=[C:18]([C@@H:12]2[O:11][CH2:10][CH2:9][N:8]([C:6]([O:5][C:1]([CH3:4])([CH3:2])[CH3:3])=[O:7])[CH2:14][C@H:13]2[C:15]([O:17][CH3:26])=[O:16])[CH:23]=[CH:22][C:21]=1[Cl:24]. The catalyst class is: 224. (3) Reactant: [NH2:1][C:2]1[N:7]=[C:6]([Cl:8])[C:5]([NH:9]C=O)=[C:4]([NH:12][CH2:13][C:14]2[CH:19]=[CH:18][CH:17]=[C:16]([N:20]3[CH2:24][CH2:23][CH2:22][C:21]3=[O:25])[N:15]=2)[N:3]=1.Cl.[OH-].[Na+]. Product: [NH2:1][C:2]1[N:3]=[C:4]([NH:12][CH2:13][C:14]2[N:15]=[C:16]([N:20]3[CH2:24][CH2:23][CH2:22][C:21]3=[O:25])[CH:17]=[CH:18][CH:19]=2)[C:5]([NH2:9])=[C:6]([Cl:8])[N:7]=1. The catalyst class is: 8.